From a dataset of Full USPTO retrosynthesis dataset with 1.9M reactions from patents (1976-2016). Predict the reactants needed to synthesize the given product. (1) Given the product [Cl:31][C:13]1[CH:14]=[C:15]2[C:20](=[CH:21][C:12]=1[CH2:11][C:3]1[CH:8]=[CH:7][C:6]([CH3:9])=[CH:5][N:4]=1)[O:19][CH:18]([C:22]([F:25])([F:24])[F:23])[C:17]([C:26]([O:28][CH2:29][CH3:30])=[O:27])=[CH:16]2, predict the reactants needed to synthesize it. The reactants are: Br[Mg][C:3]1[CH:8]=[CH:7][C:6]([CH3:9])=[CH:5][N:4]=1.Br[CH2:11][C:12]1[CH:21]=[C:20]2[C:15]([CH:16]=[C:17]([C:26]([O:28][CH2:29][CH3:30])=[O:27])[CH:18]([C:22]([F:25])([F:24])[F:23])[O:19]2)=[CH:14][C:13]=1[Cl:31]. (2) Given the product [OH:30][C:25]1[CH:26]=[CH:27][CH:28]=[CH:29][C:24]=1[CH:22]1[O:1][N:2]=[C:3]([C:4]2[N:5]=[C:6]([CH:9]3[CH2:10][CH2:11][N:12]([C:15]([O:17][C:18]([CH3:21])([CH3:20])[CH3:19])=[O:16])[CH2:13][CH2:14]3)[S:7][CH:8]=2)[CH2:23]1, predict the reactants needed to synthesize it. The reactants are: [OH:1][N:2]=[CH:3][C:4]1[N:5]=[C:6]([CH:9]2[CH2:14][CH2:13][N:12]([C:15]([O:17][C:18]([CH3:21])([CH3:20])[CH3:19])=[O:16])[CH2:11][CH2:10]2)[S:7][CH:8]=1.[CH:22]([C:24]1[CH:29]=[CH:28][CH:27]=[CH:26][C:25]=1[OH:30])=[CH2:23].C(=O)([O-])O.[K+].ClN1C(=O)CCC1=O. (3) Given the product [Cl:25][C:26]1[CH:31]=[CH:30][C:29]([S:32]([N:15]2[CH2:16][CH2:17][CH:12]([NH:11][C:9]([NH:8][C:4]3[CH:5]=[CH:6][CH:7]=[C:2]([F:1])[CH:3]=3)=[O:10])[CH2:13][CH2:14]2)(=[O:34])=[O:33])=[CH:28][CH:27]=1, predict the reactants needed to synthesize it. The reactants are: [F:1][C:2]1[CH:3]=[C:4]([NH:8][C:9]([NH:11][CH:12]2[CH2:17][CH2:16][NH:15][CH2:14][CH2:13]2)=[O:10])[CH:5]=[CH:6][CH:7]=1.C(N(CC)CC)C.[Cl:25][C:26]1[CH:31]=[CH:30][C:29]([S:32](Cl)(=[O:34])=[O:33])=[CH:28][CH:27]=1.O. (4) The reactants are: [NH2:1][CH2:2][C:3]([OH:5])=[O:4].[F:6][C:7]([C:17]([F:20])([F:19])[F:18])([C:13]([F:16])([F:15])[F:14])[CH2:8][CH2:9][C:10](Cl)=[O:11]. Given the product [F:6][C:7]([C:17]([F:18])([F:19])[F:20])([C:13]([F:14])([F:16])[F:15])[CH2:8][CH2:9][C:10]([NH:1][CH2:2][C:3]([OH:5])=[O:4])=[O:11], predict the reactants needed to synthesize it. (5) Given the product [S:1]1(=[O:11])(=[O:12])[C:5]2[CH:6]=[CH:7][CH:8]=[CH:9][C:4]=2[CH:3]=[N:2]1, predict the reactants needed to synthesize it. The reactants are: [S:1]1(=[O:12])(=[O:11])[C:5]2[CH:6]=[CH:7][CH:8]=[CH:9][C:4]=2[C:3](=O)[NH:2]1.[H-].[Al+3].[Li+].[H-].[H-].[H-].[O-]S([O-])(=O)=O.[Na+].[Na+]. (6) Given the product [O:1]1[C:10]2[CH:9]=[C:8]([CH2:11][N:12]([CH:20]3[CH2:29][CH2:28][C:27]4[C:22](=[CH:23][CH:24]=[C:25]([N:30]5[C:35](=[O:36])[CH:34]=[N:33][C:32]6[CH:37]=[CH:38][C:39]([O:41][CH3:42])=[N:40][C:31]5=6)[CH:26]=4)[CH2:21]3)[C:13](=[O:19])[O:14][C:15]([CH3:18])([CH3:17])[CH3:16])[N:7]=[CH:6][C:5]=2[O:4][CH2:3][CH2:2]1, predict the reactants needed to synthesize it. The reactants are: [O:1]1[C:10]2[CH:9]=[C:8]([CH2:11][N:12]([CH:20]3[CH2:29][CH2:28][C:27]4[C:22](=[CH:23][CH:24]=[C:25]([N:30]5[C:35](=[O:36])[CH2:34][NH:33][C:32]6[CH:37]=[CH:38][C:39]([O:41][CH3:42])=[N:40][C:31]5=6)[CH:26]=4)[CH2:21]3)[C:13](=[O:19])[O:14][C:15]([CH3:18])([CH3:17])[CH3:16])[N:7]=[CH:6][C:5]=2[O:4][CH2:3][CH2:2]1. (7) Given the product [Cl:20][C:8]1[C:9]2[N:13]=[N:12][N:11]([CH2:14][CH:15]3[CH2:17][CH2:16]3)[C:10]=2[CH:18]=[CH:19][C:7]=1[C:31]1[CH2:36][CH2:35][CH:34]([C:37]([O:39][CH3:40])=[O:38])[CH2:33][CH:32]=1, predict the reactants needed to synthesize it. The reactants are: FC(F)(F)S(O[C:7]1[CH:19]=[CH:18][C:10]2[N:11]([CH2:14][CH:15]3[CH2:17][CH2:16]3)[N:12]=[N:13][C:9]=2[C:8]=1[Cl:20])(=O)=O.CC1(C)C(C)(C)OB([C:31]2[CH2:36][CH2:35][CH:34]([C:37]([O:39][CH3:40])=[O:38])[CH2:33][CH:32]=2)O1.P([O-])([O-])([O-])=O.[K+].[K+].[K+].C(=O)(O)[O-].[Na+].